From a dataset of Reaction yield outcomes from USPTO patents with 853,638 reactions. Predict the reaction yield, written as a fraction of the theoretical maximum amount of product (1.0 means a 100% yield; for example, 0.34 means a 34% yield). (1) The reactants are [C:1]([NH:8][CH2:9][CH2:10][OH:11])([O:3][C:4]([CH3:7])([CH3:6])[CH3:5])=[O:2].CC1(C)OC(=O)[CH:16]([C:20](=[O:23])[CH2:21][CH3:22])[C:15](=O)[O:14]1. The catalyst is C1(C)C=CC=CC=1. The yield is 1.00. The product is [C:4]([O:3][C:1]([NH:8][CH2:9][CH2:10][O:11][C:15](=[O:14])[CH2:16][C:20](=[O:23])[CH2:21][CH3:22])=[O:2])([CH3:5])([CH3:6])[CH3:7]. (2) The reactants are C1(C(C2C=CC=CC=2)C([O:10][C@H:11]2[CH2:15][CH2:14][N:13]([CH2:16][C@H:17]([C:35]3[CH:40]=[CH:39][CH:38]=[C:37]([NH2:41])[CH:36]=3)[N:18]([C:20](=[O:34])[CH:21]([C:28]3[CH:33]=[CH:32][CH:31]=[CH:30][CH:29]=3)[C:22]3[CH:27]=[CH:26][CH:25]=[CH:24][CH:23]=3)[CH3:19])[CH2:12]2)=O)C=CC=CC=1.[CH3:48][O:49][CH2:50][CH2:51][O:52][CH2:53][C:54](O)=[O:55].C1(C)C=CC(S([O-])(=O)=O)=CC=1.CN(C)C1C=C[NH+]=CC=1.CC(N=C=NC(C)C)C. The catalyst is ClCCl. The product is [OH:10][C@H:11]1[CH2:15][CH2:14][N:13]([CH2:16][C@@H:17]([N:18]([CH3:19])[C:20](=[O:34])[CH:21]([C:22]2[CH:27]=[CH:26][CH:25]=[CH:24][CH:23]=2)[C:28]2[CH:29]=[CH:30][CH:31]=[CH:32][CH:33]=2)[C:35]2[CH:40]=[CH:39][CH:38]=[C:37]([NH:41][C:54](=[O:55])[CH2:53][O:52][CH2:51][CH2:50][O:49][CH3:48])[CH:36]=2)[CH2:12]1. The yield is 0.490. (3) The catalyst is C(O)C. The product is [Cl:10][C:5]1[CH:6]=[N:7][CH:8]=[CH:9][C:4]=1[CH2:3][S:11][C:12]1[N:17]=[C:16]([OH:18])[CH:15]=[C:14]([C:19]([F:22])([F:20])[F:21])[N:13]=1. The yield is 0.540. The reactants are Br.Br[CH2:3][C:4]1[CH:9]=[CH:8][N:7]=[CH:6][C:5]=1[Cl:10].[SH:11][C:12]1[N:17]=[C:16]([OH:18])[CH:15]=[C:14]([C:19]([F:22])([F:21])[F:20])[N:13]=1.C(N(CC)CC)C. (4) The reactants are [Br:1][C:2]1[CH:7]=[CH:6][C:5]([CH2:8][C:9]([C:12]2[CH:13]=[N:14][CH:15]=[CH:16][CH:17]=2)=[N:10][OH:11])=[CH:4][CH:3]=1.C([N-]C(C)C)(C)C.[Li+].[C:26](OC(=O)C)(=[O:28])[CH3:27].C(OCC)(=O)C.O. The catalyst is C1COCC1. The product is [Br:1][C:2]1[CH:7]=[CH:6][C:5]([CH:8]2[C:26]([CH3:27])([OH:28])[O:11][N:10]=[C:9]2[C:12]2[CH:13]=[N:14][CH:15]=[CH:16][CH:17]=2)=[CH:4][CH:3]=1. The yield is 0.560. (5) The reactants are Br[C:2]1[CH:11]=[C:10]2[C:5]([C:6]([Cl:13])=[N:7][NH:8][C:9]2=[O:12])=[CH:4][CH:3]=1.[CH2:14]([SH:21])[C:15]1[CH:20]=[CH:19][CH:18]=[CH:17][CH:16]=1.CCN(C(C)C)C(C)C.C(SC1C=C2C(C(Cl)=NNC2=O)=CC=1)C1C=CC=CC=1. The catalyst is O.C1C=CC(/C=C/C(/C=C/C2C=CC=CC=2)=O)=CC=1.C1C=CC(/C=C/C(/C=C/C2C=CC=CC=2)=O)=CC=1.C1C=CC(/C=C/C(/C=C/C2C=CC=CC=2)=O)=CC=1.[Pd].[Pd].CC1(C)C2C(=C(P(C3C=CC=CC=3)C3C=CC=CC=3)C=CC=2)OC2C(P(C3C=CC=CC=3)C3C=CC=CC=3)=CC=CC1=2.O1CCOCC1. The product is [CH2:14]([S:21][C:3]1[CH:4]=[C:5]2[C:10](=[CH:11][CH:2]=1)[C:9](=[O:12])[NH:8][N:7]=[C:6]2[Cl:13])[C:15]1[CH:20]=[CH:19][CH:18]=[CH:17][CH:16]=1. The yield is 0.840. (6) The product is [NH2:32][C:26]1([CH2:25][NH:24][C:2]2[C:11]3[C:6](=[CH:7][CH:8]=[CH:9][CH:10]=3)[N:5]=[CH:4][C:3]=2[N+:12]([O-:14])=[O:13])[CH2:31][CH2:30][CH2:29][CH2:28][CH2:27]1. The yield is 0.990. The catalyst is ClCCl. The reactants are Cl[C:2]1[C:11]2[C:6](=[CH:7][CH:8]=[CH:9][CH:10]=2)[N:5]=[CH:4][C:3]=1[N+:12]([O-:14])=[O:13].C(N(CC)CC)C.Cl.Cl.[NH2:24][CH2:25][C:26]1([NH2:32])[CH2:31][CH2:30][CH2:29][CH2:28][CH2:27]1. (7) The reactants are [C:1]([O:5][C:6](=[O:26])[NH:7][C:8]1[CH:9]=[C:10]2[CH:16]=[CH:15][N:14]([S:17]([C:20]3[CH:25]=[CH:24][CH:23]=[CH:22][CH:21]=3)(=[O:19])=[O:18])[C:11]2=[N:12][CH:13]=1)([CH3:4])([CH3:3])[CH3:2].C([N-]C(C)C)(C)C.[Li+].C([Li])CCC.CCCCCC.C(NC(C)C)(C)C.[O:53]1[CH2:58][CH2:57][CH:56]([CH2:59][CH:60]=[O:61])[CH2:55][CH2:54]1. The catalyst is O1CCCC1. The product is [C:1]([O:5][C:6](=[O:26])[NH:7][C:8]1[CH:9]=[C:10]2[CH:16]=[C:15]([CH:60]([OH:61])[CH2:59][CH:56]3[CH2:57][CH2:58][O:53][CH2:54][CH2:55]3)[N:14]([S:17]([C:20]3[CH:25]=[CH:24][CH:23]=[CH:22][CH:21]=3)(=[O:19])=[O:18])[C:11]2=[N:12][CH:13]=1)([CH3:4])([CH3:2])[CH3:3]. The yield is 0.330.